Dataset: NCI-60 drug combinations with 297,098 pairs across 59 cell lines. Task: Regression. Given two drug SMILES strings and cell line genomic features, predict the synergy score measuring deviation from expected non-interaction effect. Drug 1: C1=CC(=CC=C1CC(C(=O)O)N)N(CCCl)CCCl.Cl. Synergy scores: CSS=4.64, Synergy_ZIP=2.42, Synergy_Bliss=4.16, Synergy_Loewe=-1.44, Synergy_HSA=-0.833. Drug 2: CC1=C(C=C(C=C1)C(=O)NC2=CC(=CC(=C2)C(F)(F)F)N3C=C(N=C3)C)NC4=NC=CC(=N4)C5=CN=CC=C5. Cell line: HS 578T.